Dataset: NCI-60 drug combinations with 297,098 pairs across 59 cell lines. Task: Regression. Given two drug SMILES strings and cell line genomic features, predict the synergy score measuring deviation from expected non-interaction effect. (1) Drug 1: CC1=C(C=C(C=C1)NC2=NC=CC(=N2)N(C)C3=CC4=NN(C(=C4C=C3)C)C)S(=O)(=O)N.Cl. Drug 2: CN(C)N=NC1=C(NC=N1)C(=O)N. Cell line: CAKI-1. Synergy scores: CSS=18.0, Synergy_ZIP=-4.28, Synergy_Bliss=-3.09, Synergy_Loewe=1.39, Synergy_HSA=1.90. (2) Drug 1: C1=NC(=NC(=O)N1C2C(C(C(O2)CO)O)O)N. Drug 2: C1CC(=O)NC(=O)C1N2C(=O)C3=CC=CC=C3C2=O. Cell line: MCF7. Synergy scores: CSS=7.83, Synergy_ZIP=-2.00, Synergy_Bliss=-1.02, Synergy_Loewe=-4.28, Synergy_HSA=-1.96. (3) Drug 2: C1=CC(=C2C(=C1NCCNCCO)C(=O)C3=C(C=CC(=C3C2=O)O)O)NCCNCCO. Drug 1: CC1C(C(CC(O1)OC2CC(CC3=C2C(=C4C(=C3O)C(=O)C5=C(C4=O)C(=CC=C5)OC)O)(C(=O)CO)O)N)O.Cl. Synergy scores: CSS=40.2, Synergy_ZIP=-1.47, Synergy_Bliss=1.53, Synergy_Loewe=-13.6, Synergy_HSA=4.21. Cell line: HCC-2998. (4) Drug 1: CCCCCOC(=O)NC1=NC(=O)N(C=C1F)C2C(C(C(O2)C)O)O. Drug 2: CC1C(C(CC(O1)OC2CC(CC3=C2C(=C4C(=C3O)C(=O)C5=C(C4=O)C(=CC=C5)OC)O)(C(=O)CO)O)N)O.Cl. Cell line: HT29. Synergy scores: CSS=25.2, Synergy_ZIP=0.124, Synergy_Bliss=0.929, Synergy_Loewe=-28.3, Synergy_HSA=-1.38. (5) Drug 1: C1=C(C(=O)NC(=O)N1)F. Drug 2: CC1=C(C(=CC=C1)Cl)NC(=O)C2=CN=C(S2)NC3=CC(=NC(=N3)C)N4CCN(CC4)CCO. Cell line: MALME-3M. Synergy scores: CSS=22.0, Synergy_ZIP=4.15, Synergy_Bliss=1.55, Synergy_Loewe=-4.22, Synergy_HSA=-3.91. (6) Drug 1: C1=C(C(=O)NC(=O)N1)N(CCCl)CCCl. Drug 2: C(CC(=O)O)C(=O)CN.Cl. Cell line: SW-620. Synergy scores: CSS=34.3, Synergy_ZIP=6.38, Synergy_Bliss=6.27, Synergy_Loewe=-18.3, Synergy_HSA=5.03.